This data is from Reaction yield outcomes from USPTO patents with 853,638 reactions. The task is: Predict the reaction yield, written as a fraction of the theoretical maximum amount of product (1.0 means a 100% yield; for example, 0.34 means a 34% yield). (1) The reactants are C[O:2][C:3]1[CH:11]=[CH:10][CH:9]=[C:8]2[C:4]=1[CH2:5][NH:6][CH2:7]2.[BrH:12]. No catalyst specified. The product is [BrH:12].[OH:2][C:3]1[CH:11]=[CH:10][CH:9]=[C:8]2[C:4]=1[CH2:5][NH:6][CH2:7]2. The yield is 0.780. (2) The reactants are [CH2:1]([Li])CCC.[Si:6]([O:13][C@@H:14]1[CH2:19][CH:18]([O:20][CH2:21][C:22]2[CH:27]=[CH:26][CH:25]=[CH:24][CH:23]=2)[CH2:17][C@@H:16]([O:28][Si:29]([C:32]([CH3:35])([CH3:34])[CH3:33])([CH3:31])[CH3:30])[C:15]1=O)([C:9]([CH3:12])([CH3:11])[CH3:10])([CH3:8])[CH3:7]. The catalyst is [Br-].C[P+](C1C=CC=CC=1)(C1C=CC=CC=1)C1C=CC=CC=1.C1COCC1. The product is [CH2:21]([O:20][CH:18]1[CH2:17][C@@H:16]([O:28][Si:29]([C:32]([CH3:35])([CH3:33])[CH3:34])([CH3:30])[CH3:31])[C:15](=[CH2:1])[C@H:14]([O:13][Si:6]([C:9]([CH3:10])([CH3:11])[CH3:12])([CH3:8])[CH3:7])[CH2:19]1)[C:22]1[CH:23]=[CH:24][CH:25]=[CH:26][CH:27]=1. The yield is 0.980. (3) The reactants are [CH2:1]([N:3]([CH2:29][CH3:30])[CH2:4][CH2:5][N:6]1[CH2:11][CH2:10][C:9]2[NH:12][C:13]([CH:16]=[C:17]3[C:25]4[C:20](=[CH:21][CH:22]=[C:23]([F:26])[CH:24]=4)[NH:19][C:18]3=[O:27])=[C:14]([CH3:15])[C:8]=2[C:7]1=[O:28])[CH3:2].ClCCl.[C:34]([OH:39])(=[O:38])[CH:35]([CH3:37])[OH:36]. The catalyst is CO. The product is [C:34]([OH:39])(=[O:38])[CH:35]([CH3:37])[OH:36].[CH2:29]([N:3]([CH2:1][CH3:2])[CH2:4][CH2:5][N:6]1[CH2:11][CH2:10][C:9]2[NH:12][C:13]([CH:16]=[C:17]3[C:25]4[C:20](=[CH:21][CH:22]=[C:23]([F:26])[CH:24]=4)[NH:19][C:18]3=[O:27])=[C:14]([CH3:15])[C:8]=2[C:7]1=[O:28])[CH3:30]. The yield is 0.889. (4) The reactants are [Cl:1][C:2]1[CH:10]=[C:6]([C:7]([OH:9])=O)[C:5]([OH:11])=[CH:4][CH:3]=1.[NH2:12][C:13]1[S:14][CH:15]=[C:16]([C:18]2[CH:23]=[C:22]([F:24])[CH:21]=[CH:20][C:19]=2[F:25])[N:17]=1. No catalyst specified. The product is [Cl:1][C:2]1[CH:3]=[CH:4][C:5]([OH:11])=[C:6]([CH:10]=1)[C:7]([NH:12][C:13]1[S:14][CH:15]=[C:16]([C:18]2[CH:23]=[C:22]([F:24])[CH:21]=[CH:20][C:19]=2[F:25])[N:17]=1)=[O:9]. The yield is 0.365. (5) The reactants are IC1C=CN(CC[C@@](C)(S(C)(=O)=O)C(NO[C@@H]2CCCCO2)=O)C(=O)C=1.CC1(C)C(C)(C)OB(C2C=CC(OC[C@H]3CC[C@H](OC4CCCCO4)CC3)=CC=2)O1.[CH3:57][C@@:58]([S:99]([CH3:102])(=[O:101])=[O:100])([CH2:69][CH2:70][N:71]1[CH:76]=[CH:75][C:74]([C:77]2[CH:82]=[CH:81][C:80]([O:83][CH2:84][C@H:85]3[CH2:90][CH2:89][C@@H:88]([O:91][CH:92]4[CH2:97][CH2:96][CH2:95][CH2:94][O:93]4)[CH2:87][CH2:86]3)=[CH:79][CH:78]=2)=[CH:73][C:72]1=[O:98])[C:59]([NH:61][O:62][CH:63]1[CH2:68][CH2:67][CH2:66][CH2:65][O:64]1)=[O:60]. The product is [CH3:57][C@@:58]([S:99]([CH3:102])(=[O:100])=[O:101])([CH2:69][CH2:70][N:71]1[CH:76]=[CH:75][C:74]([C:77]2[CH:82]=[CH:81][C:80]([O:83][CH2:84][C@H:85]3[CH2:90][CH2:89][C@H:88]([O:91][CH:92]4[CH2:97][CH2:96][CH2:95][CH2:94][O:93]4)[CH2:87][CH2:86]3)=[CH:79][CH:78]=2)=[CH:73][C:72]1=[O:98])[C:59]([NH:61][O:62][CH:63]1[CH2:68][CH2:67][CH2:66][CH2:65][O:64]1)=[O:60]. No catalyst specified. The yield is 0.497. (6) The reactants are [Br:1][C:2]1[CH:7]=[CH:6][C:5]([OH:8])=[CH:4][CH:3]=1.[C:9](=[O:12])([O-])[O-].[K+].[K+]. The catalyst is CC(C)=O. The product is [Br:1][C:2]1[CH:7]=[CH:6][C:5]([O:8][CH2:7][CH2:2][CH:3]2[CH2:9][O:12][CH2:4]2)=[CH:4][CH:3]=1. The yield is 0.970.